Dataset: Forward reaction prediction with 1.9M reactions from USPTO patents (1976-2016). Task: Predict the product of the given reaction. Given the reactants [Cl:1][C:2]1[CH:3]=[C:4]([N+:16]([O-])=O)[CH:5]=[CH:6][C:7]=1[O:8][CH2:9][C:10]1[CH:15]=[CH:14][CH:13]=[CH:12][N:11]=1, predict the reaction product. The product is: [Cl:1][C:2]1[CH:3]=[C:4]([NH2:16])[CH:5]=[CH:6][C:7]=1[O:8][CH2:9][C:10]1[CH:15]=[CH:14][CH:13]=[CH:12][N:11]=1.